Dataset: Full USPTO retrosynthesis dataset with 1.9M reactions from patents (1976-2016). Task: Predict the reactants needed to synthesize the given product. (1) Given the product [CH:29]1([CH2:32][N:12]([CH2:13][CH2:14][CH2:15][C:16]2[C:24]3[C:19](=[CH:20][C:21]([F:25])=[CH:22][CH:23]=3)[NH:18][CH:17]=2)[CH:8]2[CH2:7][C:6]3[C:5]([C:26]([NH2:28])=[O:27])=[CH:4][CH:3]=[C:2]([F:1])[C:11]=3[O:10][CH2:9]2)[CH2:31][CH2:30]1, predict the reactants needed to synthesize it. The reactants are: [F:1][C:2]1[C:11]2[O:10][CH2:9][CH:8]([NH:12][CH2:13][CH2:14][CH2:15][C:16]3[C:24]4[C:19](=[CH:20][C:21]([F:25])=[CH:22][CH:23]=4)[NH:18][CH:17]=3)[CH2:7][C:6]=2[C:5]([C:26]([NH2:28])=[O:27])=[CH:4][CH:3]=1.[CH:29]1([CH:32]=O)[CH2:31][CH2:30]1.C(O)(=O)C.C([BH3-])#N.[Na+]. (2) Given the product [NH2:28][C:27]1[C:22]2[C:23](=[C:19]([C:17]([NH:16][C:3]3[C:4]([F:15])=[CH:5][CH:6]=[C:7]([NH:8][S:9]([CH2:12][CH2:13][CH3:14])(=[O:10])=[O:11])[C:2]=3[F:1])=[O:18])[S:20][CH:21]=2)[N:24]=[CH:25][N:26]=1, predict the reactants needed to synthesize it. The reactants are: [F:1][C:2]1[C:7]([NH:8][S:9]([CH2:12][CH2:13][CH3:14])(=[O:11])=[O:10])=[CH:6][CH:5]=[C:4]([F:15])[C:3]=1[NH:16][C:17]([C:19]1[S:20][CH:21]=[C:22]2[C:27]([NH:28]CC3C=CC(OC)=CC=3OC)=[N:26][CH:25]=[N:24][C:23]=12)=[O:18]. (3) Given the product [CH2:37]([O:36][C:34]([N:31]1[CH2:30][CH2:29][CH:28]([NH:27][C:2]2[C:11]3[C:6](=[CH:7][CH:8]=[C:9]([C:12]4[CH:13]=[N:14][C:15]5[C:20]([CH:21]=4)=[CH:19][CH:18]=[CH:17][CH:16]=5)[N:10]=3)[N:5]=[CH:4][C:3]=2[C:22]([O:24][CH3:25])=[O:23])[CH2:33][CH2:32]1)=[O:35])[C:38]1[CH:43]=[CH:42][CH:41]=[CH:40][CH:39]=1, predict the reactants needed to synthesize it. The reactants are: Cl[C:2]1[C:11]2[C:6](=[CH:7][CH:8]=[C:9]([C:12]3[CH:13]=[N:14][C:15]4[C:20]([CH:21]=3)=[CH:19][CH:18]=[CH:17][CH:16]=4)[N:10]=2)[N:5]=[CH:4][C:3]=1[C:22]([O:24][CH2:25]C)=[O:23].[NH2:27][CH:28]1[CH2:33][CH2:32][N:31]([C:34]([O:36][CH2:37][C:38]2[CH:43]=[CH:42][CH:41]=[CH:40][CH:39]=2)=[O:35])[CH2:30][CH2:29]1.C(=O)([O-])[O-].[K+].[K+].